From a dataset of Catalyst prediction with 721,799 reactions and 888 catalyst types from USPTO. Predict which catalyst facilitates the given reaction. (1) Reactant: [F:1][C:2]1[CH:10]=[CH:9][CH:8]=[C:7]2[C:3]=1[C:4]([CH:11]=[O:12])=[CH:5][NH:6]2.C(=O)([O-])[O-].[K+].[K+].[CH3:19][C:20]([O:23][C:24](O[C:24]([O:23][C:20]([CH3:22])([CH3:21])[CH3:19])=[O:25])=[O:25])([CH3:22])[CH3:21]. Product: [F:1][C:2]1[CH:10]=[CH:9][CH:8]=[C:7]2[C:3]=1[C:4]([CH:11]=[O:12])=[CH:5][N:6]2[C:24]([O:23][C:20]([CH3:22])([CH3:21])[CH3:19])=[O:25]. The catalyst class is: 1. (2) Reactant: [I:1][C:2]1[CH:7]=[CH:6][C:5]([O:8][CH2:9][CH2:10][O:11][CH3:12])=[C:4]([N+:13]([O-])=O)[CH:3]=1.O.O.Cl[Sn]Cl.Cl.[OH-].[Na+]. Product: [I:1][C:2]1[CH:7]=[CH:6][C:5]([O:8][CH2:9][CH2:10][O:11][CH3:12])=[C:4]([NH2:13])[CH:3]=1. The catalyst class is: 13. (3) Reactant: [O:1]1[C:6]2[CH:7]=[CH:8][CH:9]=[CH:10][C:5]=2[O:4][CH2:3][C@@H:2]1[C:11](Cl)=[O:12].Cl.[CH3:15][O:16][C:17]1[CH:18]=[C:19]([CH:23]2[CH2:28][CH2:27][CH2:26][NH:25][CH2:24]2)[CH:20]=[CH:21][CH:22]=1.C(N(CC)CC)C. Product: [O:1]1[C:6]2[CH:7]=[CH:8][CH:9]=[CH:10][C:5]=2[O:4][CH2:3][C@@H:2]1[C:11]([N:25]1[CH2:26][CH2:27][CH2:28][C@@H:23]([C:19]2[CH:20]=[CH:21][CH:22]=[C:17]([O:16][CH3:15])[CH:18]=2)[CH2:24]1)=[O:12]. The catalyst class is: 2. (4) Product: [C:45]([O:49][C:50](=[O:51])[NH:52][C@@H:53]1[CH2:57][CH2:56][CH2:55][C@@H:54]1[C:58]([N:21]1[CH2:22][CH2:23][CH:18]([N:4]([CH:1]2[CH2:3][CH2:2]2)[S:5]([C:8]2[CH:13]=[CH:12][CH:11]=[C:10]([C:14]([F:17])([F:15])[F:16])[CH:9]=2)(=[O:6])=[O:7])[CH2:19][CH2:20]1)=[O:59])([CH3:48])([CH3:46])[CH3:47]. The catalyst class is: 366. Reactant: [CH:1]1([N:4]([CH:18]2[CH2:23][CH2:22][NH:21][CH2:20][CH2:19]2)[S:5]([C:8]2[CH:13]=[CH:12][CH:11]=[C:10]([C:14]([F:17])([F:16])[F:15])[CH:9]=2)(=[O:7])=[O:6])[CH2:3][CH2:2]1.C1C=CC2N(O)N=NC=2C=1.CCN=C=NCCCN(C)C.[C:45]([O:49][C:50]([NH:52][C@H:53]1[CH2:57][CH2:56][CH2:55][C@H:54]1[C:58](O)=[O:59])=[O:51])([CH3:48])([CH3:47])[CH3:46]. (5) Reactant: [Cl:1][C:2]1[N:3]=[C:4]2[CH:12]=[C:11]([Cl:13])[CH:10]=[N:9][C:5]2=[N:6][C:7]=1Cl.[NH:14]1[CH2:17][CH:16]([NH:18][C:19](=[O:25])[O:20][C:21]([CH3:24])([CH3:23])[CH3:22])[CH2:15]1.[NH4+].[Cl-]. Product: [Cl:1][C:2]1[N:3]=[C:4]2[CH:12]=[C:11]([Cl:13])[CH:10]=[N:9][C:5]2=[N:6][C:7]=1[N:14]1[CH2:17][CH:16]([NH:18][C:19](=[O:25])[O:20][C:21]([CH3:23])([CH3:22])[CH3:24])[CH2:15]1. The catalyst class is: 2. (6) Reactant: [CH:1]1([C:7]2[CH:31]=[CH:30][C:10]([CH2:11][O:12][C:13]3[CH:18]=[CH:17][C:16]([C:19]4[CH:24]=[CH:23][C:22]([F:25])=[CH:21][C:20]=4[F:26])=[CH:15][C:14]=3[CH2:27][C:28]#[N:29])=[CH:9][CH:8]=2)[CH2:6][CH2:5][CH2:4][CH2:3][CH2:2]1.Cl.[OH-].[Na+]. Product: [CH:1]1([C:7]2[CH:31]=[CH:30][C:10]([CH2:11][O:12][C:13]3[CH:18]=[CH:17][C:16]([C:19]4[CH:24]=[CH:23][C:22]([F:25])=[CH:21][C:20]=4[F:26])=[CH:15][C:14]=3[CH2:27][CH2:28][NH2:29])=[CH:9][CH:8]=2)[CH2:2][CH2:3][CH2:4][CH2:5][CH2:6]1. The catalyst class is: 7. (7) Reactant: Cl[C:2]1[C:11]2[C:6](=[CH:7][CH:8]=[C:9]([N:12]3[CH:16]([CH3:17])[CH2:15][CH2:14][C:13]3=[O:18])[CH:10]=2)[CH:5]=[N:4][CH:3]=1.[CH3:19][N:20]1[CH:24]=[C:23]([C:25]2[CH:30]=[CH:29][C:28](B3OC(C)(C)C(C)(C)O3)=[CH:27][CH:26]=2)[CH:22]=[N:21]1.C(=O)([O-])[O-].[Na+].[Na+].O. Product: [CH3:17][CH:16]1[N:12]([C:9]2[CH:10]=[C:11]3[C:6](=[CH:7][CH:8]=2)[CH:5]=[N:4][CH:3]=[C:2]3[C:28]2[CH:27]=[CH:26][C:25]([C:23]3[CH:22]=[N:21][N:20]([CH3:19])[CH:24]=3)=[CH:30][CH:29]=2)[C:13](=[O:18])[CH2:14][CH2:15]1. The catalyst class is: 10.